Task: Predict the product of the given reaction.. Dataset: Forward reaction prediction with 1.9M reactions from USPTO patents (1976-2016) (1) Given the reactants [Cl:1][C:2]1[CH:7]=[C:6]([Cl:8])[CH:5]=[CH:4][C:3]=1[C:9]1[CH:14]=[CH:13][C:12]([CH2:15][CH3:16])=[C:11]([CH:17]2[C:22](=[O:23])[C:21]([CH3:25])([CH3:24])S[C:19]([CH3:27])([CH3:26])[C:18]2=[O:28])[CH:10]=1.O[O:30][S:31]([O-:33])=O.[K+], predict the reaction product. The product is: [Cl:1][C:2]1[CH:7]=[C:6]([Cl:8])[CH:5]=[CH:4][C:3]=1[C:9]1[CH:14]=[CH:13][C:12]([CH2:15][CH3:16])=[C:11]([CH:17]2[C:18](=[O:28])[C:19]([CH3:27])([CH3:26])[S:31](=[O:33])(=[O:30])[C:21]([CH3:25])([CH3:24])[C:22]2=[O:23])[CH:10]=1. (2) Given the reactants [F:1][C:2]1[CH:7]=[CH:6][CH:5]=[C:4]([F:8])[C:3]=1[N:9]1[C:17]2[CH:16]=[CH:15][N:14]=[C:13]([O:18]C)[C:12]=2[C:11]([C:20]2[CH:25]=[CH:24][C:23]([S:26]([NH2:29])(=[O:28])=[O:27])=[CH:22][CH:21]=2)=[N:10]1.[I-].[Na+].Cl[Si](C)(C)C.C(=O)([O-])O.[Na+], predict the reaction product. The product is: [F:8][C:4]1[CH:5]=[CH:6][CH:7]=[C:2]([F:1])[C:3]=1[N:9]1[C:17]2[CH:16]=[CH:15][NH:14][C:13](=[O:18])[C:12]=2[C:11]([C:20]2[CH:25]=[CH:24][C:23]([S:26]([NH2:29])(=[O:28])=[O:27])=[CH:22][CH:21]=2)=[N:10]1. (3) Given the reactants Cl[C:2]1[CH:7]=[C:6]([CH:8]2[CH2:12][CH2:11][CH2:10][CH2:9]2)[N:5]=[C:4]([NH2:13])[N:3]=1.[CH3:14][C:15]1([NH:20]C(=O)C)[CH2:19][CH2:18][NH:17][CH2:16]1.CCN(C(C)C)C(C)C, predict the reaction product. The product is: [NH3:3].[NH2:20][C:15]1([CH3:14])[CH2:19][CH2:18][N:17]([C:2]2[CH:7]=[C:6]([CH:8]3[CH2:12][CH2:11][CH2:10][CH2:9]3)[N:5]=[C:4]([NH2:13])[N:3]=2)[CH2:16]1. (4) Given the reactants [CH2:1]([NH:8][C:9](=[O:16])[NH:10][O:11][CH2:12][C:13]([OH:15])=O)[C:2]1[CH:7]=[CH:6][CH:5]=[CH:4][CH:3]=1.[NH2:17][C@@H:18]([CH2:42][C:43]([NH:45][C:46]([C:59]1[CH:64]=[CH:63][CH:62]=[CH:61][CH:60]=1)([C:53]1[CH:58]=[CH:57][CH:56]=[CH:55][CH:54]=1)[C:47]1[CH:52]=[CH:51][CH:50]=[CH:49][CH:48]=1)=[O:44])[C:19]([N:21]([C@@H:33]([CH3:41])[CH:34]([O:38][CH2:39][CH3:40])[O:35][CH2:36][CH3:37])[CH2:22][C:23]1[C:32]2[C:27](=[CH:28][CH:29]=[CH:30][CH:31]=2)[CH:26]=[CH:25][CH:24]=1)=[O:20], predict the reaction product. The product is: [CH2:1]([NH:8][C:9]([NH:10][O:11][CH2:12][C:13]([NH:17][C@@H:18]([CH2:42][C:43](=[O:44])[NH:45][C:46]([C:47]1[CH:48]=[CH:49][CH:50]=[CH:51][CH:52]=1)([C:53]1[CH:54]=[CH:55][CH:56]=[CH:57][CH:58]=1)[C:59]1[CH:60]=[CH:61][CH:62]=[CH:63][CH:64]=1)[C:19]([N:21]([C@@H:33]([CH3:41])[CH:34]([O:35][CH2:36][CH3:37])[O:38][CH2:39][CH3:40])[CH2:22][C:23]1[C:32]2[C:27](=[CH:28][CH:29]=[CH:30][CH:31]=2)[CH:26]=[CH:25][CH:24]=1)=[O:20])=[O:15])=[O:16])[C:2]1[CH:3]=[CH:4][CH:5]=[CH:6][CH:7]=1. (5) Given the reactants [F:1][C:2]1[CH:9]=[CH:8][C:5]([CH:6]=O)=[CH:4][C:3]=1[Cl:10].BrC1C=C2C(=CC=1)C=[N:17][CH:16]=[CH:15]2, predict the reaction product. The product is: [F:1][C:2]1[CH:9]=[C:8]2[C:5](=[CH:4][C:3]=1[Cl:10])[CH:6]=[N:17][CH:16]=[CH:15]2.